This data is from Forward reaction prediction with 1.9M reactions from USPTO patents (1976-2016). The task is: Predict the product of the given reaction. (1) Given the reactants [CH2:1]=[C:2]([CH2:6][C:7]([OH:9])=O)[C:3]([OH:5])=[O:4].[C:10]1([C@H:16]([NH2:18])[CH3:17])[CH:15]=[CH:14][CH:13]=[CH:12][CH:11]=1.O, predict the reaction product. The product is: [O:9]=[C:7]1[N:18]([C@@H:16]([C:10]2[CH:15]=[CH:14][CH:13]=[CH:12][CH:11]=2)[CH3:17])[CH2:1][C@H:2]([C:3]([OH:5])=[O:4])[CH2:6]1. (2) Given the reactants [C:1]([N:5]1[C:9]([NH2:10])=[CH:8][C:7]([C:11]2[CH:16]=[CH:15][CH:14]=[CH:13][CH:12]=2)=[N:6]1)([CH3:4])([CH3:3])[CH3:2].[C:17]([CH2:25][C:26](OCC)=[O:27])(=O)[C:18]1[CH:23]=[CH:22][CH:21]=[CH:20][CH:19]=1, predict the reaction product. The product is: [C:1]([N:5]1[C:9]2[NH:10][C:26](=[O:27])[CH:25]=[C:17]([C:18]3[CH:23]=[CH:22][CH:21]=[CH:20][CH:19]=3)[C:8]=2[C:7]([C:11]2[CH:16]=[CH:15][CH:14]=[CH:13][CH:12]=2)=[N:6]1)([CH3:4])([CH3:2])[CH3:3]. (3) Given the reactants Cl[C:2]1[C:11]2[C:6](=[CH:7][CH:8]=[CH:9][CH:10]=2)[C:5]([C:12]2[CH:17]=[CH:16][C:15]([Cl:18])=[CH:14][CH:13]=2)=[N:4][N:3]=1.[NH2:19][C:20]1[CH:25]=[CH:24][C:23]([S:26][C:27]2[CH:32]=[CH:31][N:30]=[C:29]([NH:33][CH2:34][CH2:35][N:36](C)[C:37](=O)OC(C)(C)C)[N:28]=2)=[CH:22][CH:21]=1.C(O)(C(F)(F)F)=O, predict the reaction product. The product is: [Cl:18][C:15]1[CH:16]=[CH:17][C:12]([C:5]2[C:6]3[C:11](=[CH:10][CH:9]=[CH:8][CH:7]=3)[C:2]([NH:19][C:20]3[CH:21]=[CH:22][C:23]([S:26][C:27]4[CH:32]=[CH:31][N:30]=[C:29]([NH:33][CH2:34][CH2:35][NH:36][CH3:37])[N:28]=4)=[CH:24][CH:25]=3)=[N:3][N:4]=2)=[CH:13][CH:14]=1.